From a dataset of NCI-60 drug combinations with 297,098 pairs across 59 cell lines. Regression. Given two drug SMILES strings and cell line genomic features, predict the synergy score measuring deviation from expected non-interaction effect. (1) Drug 1: C1=CC(=C2C(=C1NCCNCCO)C(=O)C3=C(C=CC(=C3C2=O)O)O)NCCNCCO. Drug 2: CC1C(C(=O)NC(C(=O)N2CCCC2C(=O)N(CC(=O)N(C(C(=O)O1)C(C)C)C)C)C(C)C)NC(=O)C3=C4C(=C(C=C3)C)OC5=C(C(=O)C(=C(C5=N4)C(=O)NC6C(OC(=O)C(N(C(=O)CN(C(=O)C7CCCN7C(=O)C(NC6=O)C(C)C)C)C)C(C)C)C)N)C. Cell line: NCI-H460. Synergy scores: CSS=46.4, Synergy_ZIP=4.68, Synergy_Bliss=4.67, Synergy_Loewe=1.18, Synergy_HSA=4.04. (2) Drug 1: CC1(CCCN1)C2=NC3=C(C=CC=C3N2)C(=O)N. Drug 2: C1CCC(C(C1)[NH-])[NH-].C(=O)(C(=O)[O-])[O-].[Pt+4]. Cell line: HT29. Synergy scores: CSS=32.3, Synergy_ZIP=0.699, Synergy_Bliss=-2.42, Synergy_Loewe=-18.0, Synergy_HSA=-4.92. (3) Drug 1: C(=O)(N)NO. Drug 2: CC12CCC3C(C1CCC2O)C(CC4=C3C=CC(=C4)O)CCCCCCCCCS(=O)CCCC(C(F)(F)F)(F)F. Cell line: UACC62. Synergy scores: CSS=1.83, Synergy_ZIP=-0.627, Synergy_Bliss=-0.967, Synergy_Loewe=-0.931, Synergy_HSA=-1.20. (4) Drug 1: CC1=C(C=C(C=C1)NC2=NC=CC(=N2)N(C)C3=CC4=NN(C(=C4C=C3)C)C)S(=O)(=O)N.Cl. Drug 2: CC(C)(C#N)C1=CC(=CC(=C1)CN2C=NC=N2)C(C)(C)C#N. Cell line: MDA-MB-231. Synergy scores: CSS=8.86, Synergy_ZIP=-2.09, Synergy_Bliss=0.174, Synergy_Loewe=1.23, Synergy_HSA=1.32.